This data is from Catalyst prediction with 721,799 reactions and 888 catalyst types from USPTO. The task is: Predict which catalyst facilitates the given reaction. (1) Reactant: [Cl:1][C:2]1[CH:33]=[CH:32][C:5]([O:6][C:7]2[CH:12]=[CH:11][C:10]([N:13]3[CH:17]([C:18]4[CH:23]=[CH:22][CH:21]=[C:20]([C:24]([F:27])([F:26])[F:25])[CH:19]=4)[CH2:16][N:15]([CH2:28][CH2:29][OH:30])[C:14]3=[O:31])=[CH:9][CH:8]=2)=[CH:4][CH:3]=1.[CH3:34][S:35](Cl)(=[O:37])=[O:36]. Product: [CH3:34][S:35]([O:30][CH2:29][CH2:28][N:15]1[CH2:16][CH:17]([C:18]2[CH:23]=[CH:22][CH:21]=[C:20]([C:24]([F:27])([F:26])[F:25])[CH:19]=2)[N:13]([C:10]2[CH:9]=[CH:8][C:7]([O:6][C:5]3[CH:4]=[CH:3][C:2]([Cl:1])=[CH:33][CH:32]=3)=[CH:12][CH:11]=2)[C:14]1=[O:31])(=[O:37])=[O:36]. The catalyst class is: 34. (2) Reactant: Cl[C:2]1[N:3]=[C:4]([NH:23][CH:24]2[CH2:26][CH2:25]2)[C:5]2[C:10]([C:11]#[N:12])=[CH:9][N:8](S(C3C=CC(C)=CC=3)(=O)=O)[C:6]=2[N:7]=1.[NH2:27][C:28]1[CH:36]=[C:35]2[C:31]([CH:32]=[N:33][NH:34]2)=[CH:30][CH:29]=1.C[Si](Cl)(C)C. Product: [NH:34]1[C:35]2[C:31](=[CH:30][CH:29]=[C:28]([NH:27][C:2]3[N:3]=[C:4]([NH:23][CH:24]4[CH2:25][CH2:26]4)[C:5]4[C:10]([C:11]#[N:12])=[CH:9][NH:8][C:6]=4[N:7]=3)[CH:36]=2)[CH:32]=[N:33]1. The catalyst class is: 51. (3) Reactant: Cl[C:2]1[N:7]=[C:6]([NH:8][C:9]([C:11]2([C:14]3[CH:24]=[CH:23][C:17]4[O:18][C:19]([F:22])([F:21])[O:20][C:16]=4[CH:15]=3)[CH2:13][CH2:12]2)=[O:10])[CH:5]=[CH:4][C:3]=1[CH3:25].[Cl:26][C:27]1[C:28]([O:36][CH3:37])=[N:29][CH:30]=[CH:31][C:32]=1B(O)O.C(=O)([O-])[O-].[Na+].[Na+]. Product: [Cl:26][C:27]1[C:28]([O:36][CH3:37])=[N:29][CH:30]=[CH:31][C:32]=1[C:2]1[C:3]([CH3:25])=[CH:4][CH:5]=[C:6]([NH:8][C:9]([C:11]2([C:14]3[CH:24]=[CH:23][C:17]4[O:18][C:19]([F:22])([F:21])[O:20][C:16]=4[CH:15]=3)[CH2:12][CH2:13]2)=[O:10])[N:7]=1. The catalyst class is: 837. (4) Reactant: C[O:2][C:3](=[O:34])[C:4]1[C:9]([CH3:10])=[C:8]([NH2:11])[CH:7]=[C:6]([N:12]2[C:16]([CH3:17])=[CH:15][CH:14]=[C:13]2[C:18]2[CH:23]=[C:22]([F:24])[CH:21]=[CH:20][C:19]=2[O:25][CH2:26][C:27]2[CH:32]=[CH:31][C:30]([F:33])=[CH:29][CH:28]=2)[CH:5]=1.[OH-].[Na+].Cl. Product: [F:24][C:22]1[CH:21]=[CH:20][C:19]([O:25][CH2:26][C:27]2[CH:28]=[CH:29][C:30]([F:33])=[CH:31][CH:32]=2)=[C:18]([C:13]2[N:12]([C:6]3[CH:5]=[C:4]([C:9]([CH3:10])=[C:8]([NH2:11])[CH:7]=3)[C:3]([OH:34])=[O:2])[C:16]([CH3:17])=[CH:15][CH:14]=2)[CH:23]=1. The catalyst class is: 511. (5) Reactant: [Br:1][C:2]1[CH:3]=[C:4]2[C:9](=[CH:10][CH:11]=1)[N:8]=[CH:7][C:6]([N+:12]([O-])=O)=[C:5]2[CH:15](SC1C=CC=CC=1)[C:16]1[CH:21]=[CH:20][C:19]([C:22]([CH3:26])([CH3:25])[C:23]#[N:24])=[CH:18][CH:17]=1. Product: [NH2:12][C:6]1[CH:7]=[N:8][C:9]2[C:4]([C:5]=1[CH2:15][C:16]1[CH:17]=[CH:18][C:19]([C:22]([CH3:25])([CH3:26])[C:23]#[N:24])=[CH:20][CH:21]=1)=[CH:3][C:2]([Br:1])=[CH:11][CH:10]=2. The catalyst class is: 446. (6) Reactant: C[Si](OS(C(F)(F)F)(=O)=O)(C)C.[CH3:13][N:14]([CH3:40])[C:15]1([C:34]2[CH:39]=[CH:38][CH:37]=[CH:36][CH:35]=2)[CH2:20][CH2:19][C:18]([CH2:22][CH2:23][CH2:24][C:25]2[C:29]3[CH:30]=[N:31][CH:32]=[CH:33][C:28]=3[NH:27][CH:26]=2)(O)[CH2:17][CH2:16]1. Product: [CH3:13][N:14]([CH3:40])[C:15]1([C:34]2[CH:39]=[CH:38][CH:37]=[CH:36][CH:35]=2)[CH2:20][CH2:19][C:18]2([C:26]3[NH:27][C:28]4[CH:33]=[CH:32][N:31]=[CH:30][C:29]=4[C:25]=3[CH2:24][CH2:23][CH2:22]2)[CH2:17][CH2:16]1. The catalyst class is: 4. (7) Reactant: [CH2:1]([N:3](CC)CC)C.CN(C(ON1N=[N:23][C:18]2[CH:19]=[CH:20][CH:21]=[CH:22][C:17]1=2)=[N+](C)C)C.[B-](F)(F)(F)F.[Cl:30][C:31]1[C:37]([Cl:38])=[CH:36][CH:35]=[CH:34][C:32]=1N.FC(F)(F)C([O-])=O.[N:46]1[CH:51]=[C:50]([C:52]([NH:54][C:55]2([C:58]([OH:60])=O)[CH2:57][CH2:56]2)=[O:53])[CH:49]=[N:48][CH:47]=1. Product: [Cl:30][C:31]1[C:37]([Cl:38])=[CH:36][CH:35]=[CH:34][C:32]=1[NH:23][C:18]1[CH:17]=[CH:22][C:21]([CH2:1][NH:3][C:58]([C:55]2([NH:54][C:52]([C:50]3[CH:49]=[N:48][CH:47]=[N:46][CH:51]=3)=[O:53])[CH2:56][CH2:57]2)=[O:60])=[CH:20][CH:19]=1. The catalyst class is: 7.